Task: Predict the reactants needed to synthesize the given product.. Dataset: Full USPTO retrosynthesis dataset with 1.9M reactions from patents (1976-2016) (1) The reactants are: [Cl:1][C:2]1[CH:3]=[C:4]([CH:15]=[C:16]([Cl:19])[C:17]=1[Cl:18])[CH2:5][N:6]1[CH:10]=[C:9]([C:11]([NH:13][NH2:14])=[O:12])[N:8]=[N:7]1.[CH3:20][O:21][C:22]([C:24]1[CH:25]=[N:26][CH:27]=[C:28]([CH:32]=1)[C:29](O)=[O:30])=[O:23].CN(C(ON1N=NC2C=CC=NC1=2)=[N+](C)C)C.F[P-](F)(F)(F)(F)F.CCN(C(C)C)C(C)C. Given the product [Cl:19][C:16]1[CH:15]=[C:4]([CH:3]=[C:2]([Cl:1])[C:17]=1[Cl:18])[CH2:5][N:6]1[CH:10]=[C:9]([C:11]([NH:13][NH:14][C:29]([C:28]2[CH:27]=[N:26][CH:25]=[C:24]([CH:32]=2)[C:22]([O:21][CH3:20])=[O:23])=[O:30])=[O:12])[N:8]=[N:7]1, predict the reactants needed to synthesize it. (2) The reactants are: C(Cl)(=O)C(Cl)=O.CS(C)=O.[C:11]([O:19][CH:20](/[CH:47]=[CH:48]/[C@@H:49]([C@@H:58]1[O:63][C@H:62]2[CH2:64][CH2:65][C@H:66]([CH2:68][CH2:69][O:70][Si](CC)(CC)CC)[O:67][C@@H:61]2[C@H:60]([O:78][Si:79]([C:82]([CH3:85])([CH3:84])[CH3:83])([CH3:81])[CH3:80])[C@@H:59]1[O:86][Si:87]([C:90]([CH3:93])([CH3:92])[CH3:91])([CH3:89])[CH3:88])[O:50][Si:51]([C:54]([CH3:57])([CH3:56])[CH3:55])([CH3:53])[CH3:52])[CH2:21][CH2:22][C@@H:23]1[O:31][C@@H:30]2[C@@:25]([CH2:45][I:46])([O:26][C@@H:27]([CH2:32][C@@H:33]([CH3:44])[C:34]([O:36][S:37]([C:40]([F:43])([F:42])[F:41])(=[O:39])=[O:38])=[CH2:35])[CH2:28][CH2:29]2)[CH2:24]1)(=[O:18])[C:12]1[CH:17]=[CH:16][CH:15]=[CH:14][CH:13]=1.C(N(CC)CC)C. Given the product [C:11]([O:19][CH:20](/[CH:47]=[CH:48]/[C@@H:49]([C@@H:58]1[O:63][C@H:62]2[CH2:64][CH2:65][C@H:66]([CH2:68][CH:69]=[O:70])[O:67][C@@H:61]2[C@H:60]([O:78][Si:79]([C:82]([CH3:84])([CH3:83])[CH3:85])([CH3:80])[CH3:81])[C@@H:59]1[O:86][Si:87]([C:90]([CH3:91])([CH3:93])[CH3:92])([CH3:88])[CH3:89])[O:50][Si:51]([C:54]([CH3:55])([CH3:56])[CH3:57])([CH3:53])[CH3:52])[CH2:21][CH2:22][C@@H:23]1[O:31][C@@H:30]2[C@@:25]([CH2:45][I:46])([O:26][C@@H:27]([CH2:32][C@@H:33]([CH3:44])[C:34]([O:36][S:37]([C:40]([F:42])([F:41])[F:43])(=[O:38])=[O:39])=[CH2:35])[CH2:28][CH2:29]2)[CH2:24]1)(=[O:18])[C:12]1[CH:13]=[CH:14][CH:15]=[CH:16][CH:17]=1, predict the reactants needed to synthesize it. (3) Given the product [F:17][C:14]1[CH:15]=[CH:16][C:11]([S:10][CH2:9][CH2:8][N:7]([CH:1]2[CH2:6][CH2:5][CH2:4][CH2:3][CH2:2]2)[CH2:19][CH3:20])=[CH:12][CH:13]=1, predict the reactants needed to synthesize it. The reactants are: [CH:1]1([N:7]([CH2:19][CH3:20])[C:8](=O)[CH2:9][S:10][C:11]2[CH:16]=[CH:15][C:14]([F:17])=[CH:13][CH:12]=2)[CH2:6][CH2:5][CH2:4][CH2:3][CH2:2]1.[H-].[Al+3].[Li+].[H-].[H-].[H-].O.O.O.O.O.O.O.O.O.O.S([O-])([O-])(=O)=O.[Na+].[Na+]. (4) Given the product [CH3:1][C:2]1[S:10][C:9]2[CH2:8][CH2:7][NH:6][CH:5]([CH2:11][CH2:12][C:13]3[CH:18]=[CH:17][C:16]([C:19]([F:22])([F:21])[F:20])=[CH:15][CH:14]=3)[C:4]=2[CH:3]=1, predict the reactants needed to synthesize it. The reactants are: [CH3:1][C:2]1[S:10][C:9]2[CH2:8][CH2:7][N:6]=[C:5]([CH2:11][CH2:12][C:13]3[CH:18]=[CH:17][C:16]([C:19]([F:22])([F:21])[F:20])=[CH:15][CH:14]=3)[C:4]=2[CH:3]=1.[BH4-].[Na+]. (5) Given the product [Br:24][C:20]1[N:19]=[C:18]([CH2:17][N:8]2[C:9]3[C:14](=[CH:13][CH:12]=[CH:11][CH:10]=3)[C:15](=[O:16])[C:6]([C:4](=[O:5])[C:13]3[CH:12]=[CH:11][CH:10]=[CH:9][C:14]=3[CH3:15])=[CH:7]2)[CH:23]=[CH:22][CH:21]=1, predict the reactants needed to synthesize it. The reactants are: CON(C)[C:4]([C:6]1[C:15](=[O:16])[C:14]2[C:9](=[CH:10][CH:11]=[CH:12][CH:13]=2)[N:8]([CH2:17][C:18]2[CH:23]=[CH:22][CH:21]=[C:20]([Br:24])[N:19]=2)[CH:7]=1)=[O:5]. (6) Given the product [Si:42]([O:41][C@H:17]([C@H:9]1[CH2:10][C@@H:11]([O:13][CH2:14][CH2:15][CH3:16])[CH2:12][N:8]1[C:6]([O:5][C:1]([CH3:4])([CH3:3])[CH3:2])=[O:7])[C@@H:18]([NH:28][C:29](=[O:30])[C:31]1[CH:39]=[C:38]([CH3:40])[CH:37]=[C:33]([C:34]([N:86]2[CH2:87][CH2:88][CH2:89][C@@H:85]2[CH2:84][O:83][CH3:82])=[O:36])[CH:32]=1)[CH2:19][C:20]1[CH:21]=[C:22]([F:27])[CH:23]=[C:24]([F:26])[CH:25]=1)([C:45]([CH3:47])([CH3:48])[CH3:46])([CH3:44])[CH3:43], predict the reactants needed to synthesize it. The reactants are: [C:1]([O:5][C:6]([N:8]1[CH2:12][C@H:11]([O:13][CH2:14][CH2:15][CH3:16])[CH2:10][C@@H:9]1[C@@H:17]([O:41][Si:42]([C:45]([CH3:48])([CH3:47])[CH3:46])([CH3:44])[CH3:43])[C@@H:18]([NH:28][C:29]([C:31]1[CH:32]=[C:33]([CH:37]=[C:38]([CH3:40])[CH:39]=1)[C:34]([OH:36])=O)=[O:30])[CH2:19][C:20]1[CH:25]=[C:24]([F:26])[CH:23]=[C:22]([F:27])[CH:21]=1)=[O:7])([CH3:4])([CH3:3])[CH3:2].CCN(C(C)C)C(C)C.CN(C(ON1N=NC2C=CC=NC1=2)=[N+](C)C)C.F[P-](F)(F)(F)(F)F.[CH3:82][O:83][CH2:84][C@H:85]1[CH2:89][CH2:88][CH2:87][NH:86]1. (7) Given the product [Cl:16][C:17]1[CH:22]=[CH:21][C:20]([NH:23][C:24](=[O:31])[CH2:25][O:26][CH2:27][C:28]([NH:15][C:10]2[CH:9]=[C:8]([C:5]3[CH:4]=[CH:3][C:2]([F:1])=[CH:7][CH:6]=3)[CH:13]=[CH:12][C:11]=2[CH3:14])=[O:29])=[C:19]([CH:18]=1)[C:32]([OH:34])=[O:33], predict the reactants needed to synthesize it. The reactants are: [F:1][C:2]1[CH:7]=[CH:6][C:5]([C:8]2[CH:13]=[CH:12][C:11]([CH3:14])=[C:10]([NH2:15])[CH:9]=2)=[CH:4][CH:3]=1.[Cl:16][C:17]1[CH:22]=[CH:21][C:20]([NH:23][C:24](=[O:31])[CH2:25][O:26][CH2:27][C:28](O)=[O:29])=[C:19]([C:32]([O:34]C)=[O:33])[CH:18]=1.